This data is from Reaction yield outcomes from USPTO patents with 853,638 reactions. The task is: Predict the reaction yield, written as a fraction of the theoretical maximum amount of product (1.0 means a 100% yield; for example, 0.34 means a 34% yield). (1) The reactants are [N:1]([C:4]1[CH:11]=[CH:10][C:7]([C:8]#[N:9])=[C:6]([C:12]([F:15])([F:14])[F:13])[CH:5]=1)=[C:2]=[S:3].[CH3:16][C:17]1[CH:22]=[CH:21][C:20]([NH:23][C:24]2([C:29]#N)[CH2:28][CH2:27][CH2:26][CH2:25]2)=[CH:19][CH:18]=1.C[OH:32].Cl. The catalyst is CN(C=O)C.O. The product is [O:32]=[C:29]1[C:24]2([CH2:28][CH2:27][CH2:26][CH2:25]2)[N:23]([C:20]2[CH:21]=[CH:22][C:17]([CH3:16])=[CH:18][CH:19]=2)[C:2](=[S:3])[N:1]1[C:4]1[CH:11]=[CH:10][C:7]([C:8]#[N:9])=[C:6]([C:12]([F:13])([F:15])[F:14])[CH:5]=1. The yield is 0.700. (2) The catalyst is CN(C=O)C.CCOCC. The reactants are [Br:1][C:2]1[CH:9]=[CH:8][C:7]([OH:10])=[CH:6][C:3]=1[C:4]#[N:5].C([O-])([O-])=O.[K+].[K+].I[CH:18]([CH3:20])[CH3:19]. The product is [Br:1][C:2]1[CH:9]=[CH:8][C:7]([O:10][CH:18]([CH3:20])[CH3:19])=[CH:6][C:3]=1[C:4]#[N:5]. The yield is 0.810. (3) The reactants are [ClH:1].C(O)=O.C(O)=O.[CH3:8][N:9]1[CH2:14][CH2:13][N:12]([C:15]2[CH:16]=[C:17]([NH:21][CH2:22][C:23]([CH3:26])([CH3:25])[CH3:24])[N:18]=[N:19][CH:20]=2)[CH2:11][CH2:10]1. The product is [ClH:1].[ClH:1].[CH3:8][N:9]1[CH2:14][CH2:13][N:12]([C:15]2[CH:16]=[C:17]([NH:21][CH2:22][C:23]([CH3:26])([CH3:25])[CH3:24])[N:18]=[N:19][CH:20]=2)[CH2:11][CH2:10]1. The yield is 1.00. The catalyst is CCOCC.CO. (4) The catalyst is CC#N. The yield is 0.650. The product is [C:1]([N:5]1[C:9](=[O:10])[C:8]([NH:28][CH2:27][CH2:26][C:20]2[CH:25]=[CH:24][CH:23]=[CH:22][CH:21]=2)=[C:7]([C:12]2[CH:17]=[CH:16][CH:15]=[CH:14][CH:13]=2)[S:6]1(=[O:19])=[O:18])([CH3:4])([CH3:3])[CH3:2]. The reactants are [C:1]([N:5]1[C:9](=[O:10])[C:8](Cl)=[C:7]([C:12]2[CH:17]=[CH:16][CH:15]=[CH:14][CH:13]=2)[S:6]1(=[O:19])=[O:18])([CH3:4])([CH3:3])[CH3:2].[C:20]1([CH2:26][CH2:27][NH2:28])[CH:25]=[CH:24][CH:23]=[CH:22][CH:21]=1. (5) The reactants are [Cl:1][CH2:2][CH2:3][O:4][C:5]1[CH:14]=[C:13]2[C:8]([C:9](=[O:23])[N:10](COC(=O)C(C)(C)C)[CH:11]=[N:12]2)=[CH:7][C:6]=1[O:24][CH3:25].N. The catalyst is CO. The product is [Cl:1][CH2:2][CH2:3][O:4][C:5]1[CH:14]=[C:13]2[C:8]([C:9](=[O:23])[NH:10][CH:11]=[N:12]2)=[CH:7][C:6]=1[O:24][CH3:25]. The yield is 1.00. (6) The reactants are Cl[C:2]1[CH:3]=[CH:4][C:5]2[O:14][CH2:13][CH2:12][C:11]3[CH:10]=[C:9]([C:15]4[N:16]([C:20]5[CH:25]=[CH:24][C:23]([F:26])=[CH:22][C:21]=5[F:27])[N:17]=[CH:18][N:19]=4)[S:8][C:7]=3[C:6]=2[N:28]=1.[CH:29]([NH2:32])([CH3:31])[CH3:30].CC(C1C=C(C(C)C)C(C2C=CC=CC=2P(C2CCCCC2)C2CCCCC2)=C(C(C)C)C=1)C.CC(C)([O-])C. The catalyst is O1CCOCC1.CC([O-])=O.CC([O-])=O.[Pd+2]. The product is [F:27][C:21]1[CH:22]=[C:23]([F:26])[CH:24]=[CH:25][C:20]=1[N:16]1[C:15]([C:9]2[S:8][C:7]3[C:6]4[N:28]=[C:2]([NH:32][CH:29]([CH3:31])[CH3:30])[CH:3]=[CH:4][C:5]=4[O:14][CH2:13][CH2:12][C:11]=3[CH:10]=2)=[N:19][CH:18]=[N:17]1. The yield is 0.250. (7) The reactants are CS([O:5][CH:6]1[CH:11]([CH3:12])[CH2:10][C:9]([C:13]2[CH:18]=[CH:17][N:16]=[CH:15][C:14]=2[N+:19]([O-:21])=[O:20])=[CH:8][CH:7]1[NH:22][C:23]([O:25][C:26]([CH3:29])([CH3:28])[CH3:27])=[O:24])(=O)=O.C(N(CC)CC)C.C[C:38]([O:41]C(OC(OC(C)(C)C)=O)=O)(C)C. The catalyst is N1C=CC=CC=1. The product is [CH3:12][CH:11]1[CH:6]2[CH:7]([N:22]([C:23]([O:25][C:26]([CH3:29])([CH3:28])[CH3:27])=[O:24])[C:38](=[O:41])[O:5]2)[CH:8]=[C:9]([C:13]2[CH:18]=[CH:17][N:16]=[CH:15][C:14]=2[N+:19]([O-:21])=[O:20])[CH2:10]1. The yield is 0.660. (8) The reactants are Br[CH2:2][C:3]1[C:4]([Cl:14])=[C:5]([O:12][CH3:13])[CH:6]=[C:7]([O:10][CH3:11])[C:8]=1[Cl:9].[C-:15]#[N:16].[Na+]. The catalyst is CS(C)=O. The product is [Cl:9][C:8]1[C:7]([O:10][CH3:11])=[CH:6][C:5]([O:12][CH3:13])=[C:4]([Cl:14])[C:3]=1[CH2:2][C:15]#[N:16]. The yield is 0.520.